Task: Predict the product of the given reaction.. Dataset: Forward reaction prediction with 1.9M reactions from USPTO patents (1976-2016) (1) Given the reactants Br[C:2]1[CH:3]=[CH:4][C:5]([C:8]([OH:10])=[O:9])=[N:6][CH:7]=1.[CH2:11](C([Sn])=C(CCCC)CCCC)[CH2:12]CC, predict the reaction product. The product is: [CH:11]([C:2]1[CH:3]=[CH:4][C:5]([C:8]([OH:10])=[O:9])=[N:6][CH:7]=1)=[CH2:12]. (2) Given the reactants FC(F)(F)C(O)=O.[OH:8][CH:9]([CH2:29][OH:30])[CH2:10][O:11][C:12]1[CH:13]=[C:14]([CH:24]=[C:25]([O:27][CH3:28])[CH:26]=1)[C:15]([NH:17][CH:18]1[CH2:23][CH2:22][NH:21][CH2:20][CH2:19]1)=[O:16].[CH:31]([O:34][C:35]1[CH:36]=[C:37]([CH:40]=[C:41]([O:43][CH:44]([CH3:46])[CH3:45])[CH:42]=1)[CH:38]=O)([CH3:33])[CH3:32].C([BH3-])#N.[Na+].C(N(C(C)C)C(C)C)C, predict the reaction product. The product is: [OH:8][CH:9]([CH2:29][OH:30])[CH2:10][O:11][C:12]1[CH:13]=[C:14]([CH:24]=[C:25]([O:27][CH3:28])[CH:26]=1)[C:15]([NH:17][CH:18]1[CH2:23][CH2:22][N:21]([CH2:38][C:37]2[CH:40]=[C:41]([O:43][CH:44]([CH3:46])[CH3:45])[CH:42]=[C:35]([O:34][CH:31]([CH3:33])[CH3:32])[CH:36]=2)[CH2:20][CH2:19]1)=[O:16].